Dataset: Forward reaction prediction with 1.9M reactions from USPTO patents (1976-2016). Task: Predict the product of the given reaction. (1) Given the reactants [Br:1][C:2]1[C:3]([O:18][C:19]2[CH:24]=[CH:23][C:22]([C:25]([O:27][C:28]([CH3:31])([CH3:30])[CH3:29])=[O:26])=[CH:21][C:20]=2[N+:32]([O-])=O)=[C:4]([Cl:17])[CH:5]=[C:6]2[C:11]=1[O:10][CH2:9][CH2:8][CH:7]2[C:12]([O:14][CH2:15][CH3:16])=[O:13].[Cl-].[NH4+], predict the reaction product. The product is: [NH2:32][C:20]1[CH:21]=[C:22]([C:25]([O:27][C:28]([CH3:29])([CH3:31])[CH3:30])=[O:26])[CH:23]=[CH:24][C:19]=1[O:18][C:3]1[C:2]([Br:1])=[C:11]2[C:6]([CH:7]([C:12]([O:14][CH2:15][CH3:16])=[O:13])[CH2:8][CH2:9][O:10]2)=[CH:5][C:4]=1[Cl:17]. (2) Given the reactants [CH:1]([N:4]1[CH2:9][CH2:8][N:7]([CH2:10][C:11]2[CH:18]=[CH:17][C:14]([CH:15]=O)=[CH:13][CH:12]=2)[CH2:6][CH2:5]1)([CH3:3])[CH3:2].OS([O-])=O.[Na+].CC1C=CC(S(O)(=O)=O)=CC=1.[NH2:35][C:36]1[CH:44]=[C:43]([O:45][CH3:46])[CH:42]=[C:41]([O:47][CH3:48])[C:37]=1[C:38]([NH2:40])=[O:39], predict the reaction product. The product is: [CH:1]([N:4]1[CH2:9][CH2:8][N:7]([CH2:10][C:11]2[CH:18]=[CH:17][C:14]([C:15]3[NH:40][C:38](=[O:39])[C:37]4[C:36](=[CH:44][C:43]([O:45][CH3:46])=[CH:42][C:41]=4[O:47][CH3:48])[N:35]=3)=[CH:13][CH:12]=2)[CH2:6][CH2:5]1)([CH3:3])[CH3:2]. (3) Given the reactants [CH2:1]([OH:5])[CH2:2][CH:3]=C.[CH:6]([CH:8]1[CH2:13][CH2:12][N:11]([C:14]([O:16][C:17]([CH3:20])([CH3:19])[CH3:18])=[O:15])[CH2:10][CH2:9]1)=[O:7].F[C:22](F)(F)C(O)=O.C(OC(OC(C)(C)C)=O)(OC(C)(C)C)=O.C(N(CC)CC)C.C(=O)([O-])[O-].[K+].[K+], predict the reaction product. The product is: [C:17]([O:16][C:14]([N:11]1[CH2:12][CH2:13][CH:8]([CH:6]2[CH2:22][CH:1]([OH:5])[CH2:2][CH2:3][O:7]2)[CH2:9][CH2:10]1)=[O:15])([CH3:20])([CH3:19])[CH3:18]. (4) Given the reactants [S:1]1[C:5]2[CH:6]=[CH:7][CH:8]=[CH:9][C:4]=2[N:3]=[CH:2]1.C([N-]C(C)C)(C)C.[Li+].[C:18]1([CH2:24][N:25]2[CH2:30][CH2:29][CH:28]([CH:31]=[CH:32][CH:33]=[O:34])[CH2:27][CH2:26]2)[CH:23]=[CH:22][CH:21]=[CH:20][CH:19]=1, predict the reaction product. The product is: [S:1]1[C:5]2[CH:6]=[CH:7][CH:8]=[CH:9][C:4]=2[N:3]=[C:2]1[CH:33]([OH:34])[CH:32]=[CH:31][CH:28]1[CH2:27][CH2:26][N:25]([CH2:24][C:18]2[CH:19]=[CH:20][CH:21]=[CH:22][CH:23]=2)[CH2:30][CH2:29]1.